Dataset: Forward reaction prediction with 1.9M reactions from USPTO patents (1976-2016). Task: Predict the product of the given reaction. Given the reactants [CH2:1]([N:8]([CH2:24][C:25]1[CH:30]=[CH:29][C:28]([C:31]2[CH:36]=[CH:35][C:34]([O:37][CH2:38][C:39]#[N:40])=[C:33]([Br:41])[CH:32]=2)=[CH:27][CH:26]=1)[C:9]([C:11]1[C:15]2[CH:16]=[CH:17][CH:18]=[CH:19][C:14]=2[O:13][C:12]=1[CH2:20][CH2:21][CH2:22][CH3:23])=[O:10])[C:2]1[CH:7]=[CH:6][CH:5]=[CH:4][CH:3]=1.[N-:42]=[N+:43]=[N-:44].[Na+].[Cl-].[NH4+].[OH-].[Na+], predict the reaction product. The product is: [CH2:1]([N:8]([CH2:24][C:25]1[CH:26]=[CH:27][C:28]([C:31]2[CH:36]=[CH:35][C:34]([O:37][CH2:38][C:39]3[NH:44][N:43]=[N:42][N:40]=3)=[C:33]([Br:41])[CH:32]=2)=[CH:29][CH:30]=1)[C:9]([C:11]1[C:15]2[CH:16]=[CH:17][CH:18]=[CH:19][C:14]=2[O:13][C:12]=1[CH2:20][CH2:21][CH2:22][CH3:23])=[O:10])[C:2]1[CH:3]=[CH:4][CH:5]=[CH:6][CH:7]=1.